This data is from Peptide-MHC class I binding affinity with 185,985 pairs from IEDB/IMGT. The task is: Regression. Given a peptide amino acid sequence and an MHC pseudo amino acid sequence, predict their binding affinity value. This is MHC class I binding data. (1) The peptide sequence is IPRRNVATL. The MHC is HLA-B58:01 with pseudo-sequence HLA-B58:01. The binding affinity (normalized) is 0.0847. (2) The peptide sequence is SLHPSGRPR. The binding affinity (normalized) is 0.135. The MHC is HLA-A03:01 with pseudo-sequence HLA-A03:01. (3) The peptide sequence is FIRDCSVAL. The MHC is HLA-B38:01 with pseudo-sequence HLA-B38:01. The binding affinity (normalized) is 0.0847.